From a dataset of Retrosynthesis with 50K atom-mapped reactions and 10 reaction types from USPTO. Predict the reactants needed to synthesize the given product. (1) The reactants are: O=C(c1ccc(Oc2ccc([N+](=O)[O-])cn2)cc1)N1CCN(Cc2ccc3c(c2)OCO3)CC1. Given the product Nc1ccc(Oc2ccc(C(=O)N3CCN(Cc4ccc5c(c4)OCO5)CC3)cc2)nc1, predict the reactants needed to synthesize it. (2) Given the product CCNc1cccc2ncccc12, predict the reactants needed to synthesize it. The reactants are: CC=O.Nc1cccc2ncccc12. (3) Given the product CCOC(=O)c1cc2c(n1C)C(C(=O)OC(C)C)=CN(C(=O)c1ccc(F)c(F)c1)CC2(C)C, predict the reactants needed to synthesize it. The reactants are: CCOC(=O)c1cc2c(n1C)C(C(=O)OC(C)C)=CNCC2(C)C.O=C(Cl)c1ccc(F)c(F)c1. (4) Given the product CCOC(=O)c1csc(Cc2cc3cc(C(F)(F)F)ccc3n2S(=O)(=O)c2cccc(C(C)(C)C)c2)n1, predict the reactants needed to synthesize it. The reactants are: CC(C)(C)c1cccc(S(=O)(=O)n2c(CC(N)=S)cc3cc(C(F)(F)F)ccc32)c1.CCOC(=O)C(=O)CBr. (5) Given the product COC(=O)c1ccc(S(=O)(=O)N(Cc2ccc3c(cnn3C)c2)c2ncc(C(F)(F)F)cc2Cl)cc1, predict the reactants needed to synthesize it. The reactants are: COC(=O)c1ccc(S(=O)(=O)NCc2ccc3c(cnn3C)c2)cc1.FC(F)(F)c1cnc(Cl)c(Cl)c1. (6) Given the product CN(C)Cc1cn(C(=O)OC(C)(C)C)c2ncccc12, predict the reactants needed to synthesize it. The reactants are: CC(C)(C)OC(=O)OC(=O)OC(C)(C)C.CN(C)Cc1c[nH]c2ncccc12. (7) Given the product CC(C)(C)OC(=O)N1CCC(O)(CC(=O)O)CC1, predict the reactants needed to synthesize it. The reactants are: CCOC(=O)CC1(O)CCN(C(=O)OC(C)(C)C)CC1.